Dataset: Reaction yield outcomes from USPTO patents with 853,638 reactions. Task: Predict the reaction yield, written as a fraction of the theoretical maximum amount of product (1.0 means a 100% yield; for example, 0.34 means a 34% yield). (1) The reactants are [CH3:1][C:2]1[N:7]=[C:6]([NH:8][CH3:9])[N:5]=[C:4]([NH:10][CH:11]2[CH2:16][CH2:15][CH2:14][CH:13]([C:17]([OH:19])=O)[CH2:12]2)[N:3]=1.[CH3:20][O:21][C:22]1[CH:27]=[CH:26][C:25]([CH2:28][NH2:29])=[C:24]([C:30]([F:33])([F:32])[F:31])[CH:23]=1.C(N(C(C)C)CC)(C)C.F[P-](F)(F)(F)(F)F.N1(O[P+](N(C)C)(N(C)C)N(C)C)C2C=CC=CC=2N=N1. The catalyst is CN(C)C=O. The product is [CH3:1][C:2]1[N:7]=[C:6]([NH:8][CH3:9])[N:5]=[C:4]([NH:10][C@@H:11]2[CH2:16][CH2:15][CH2:14][C@H:13]([C:17]([NH:29][CH2:28][C:25]3[CH:26]=[CH:27][C:22]([O:21][CH3:20])=[CH:23][C:24]=3[C:30]([F:31])([F:32])[F:33])=[O:19])[CH2:12]2)[N:3]=1. The yield is 0.160. (2) The catalyst is N1C=CC=CC=1. The yield is 0.860. The product is [O:1]1[C:5]2[CH:6]=[CH:7][C:8]([C:10]3[S:11][CH:12]=[C:13]([C:15]([NH:24][C:22]4[S:23][C:19]([CH3:18])=[CH:20][N:21]=4)=[O:17])[N:14]=3)=[CH:9][C:4]=2[CH2:3][CH2:2]1. The reactants are [O:1]1[C:5]2[CH:6]=[CH:7][C:8]([C:10]3[S:11][CH:12]=[C:13]([C:15]([OH:17])=O)[N:14]=3)=[CH:9][C:4]=2[CH2:3][CH2:2]1.[CH3:18][C:19]1[S:23][C:22]([NH2:24])=[N:21][CH:20]=1.CN(C(ON1N=NC2C=CC=CC1=2)=[N+](C)C)C.F[P-](F)(F)(F)(F)F.